Dataset: Reaction yield outcomes from USPTO patents with 853,638 reactions. Task: Predict the reaction yield, written as a fraction of the theoretical maximum amount of product (1.0 means a 100% yield; for example, 0.34 means a 34% yield). (1) The product is [Cl:13][C:14]1[CH:21]=[C:20]([N:9]2[CH2:10][CH2:11][C:6]3[C:5]([Cl:1])=[N:4][CH:3]=[N:2][C:7]=3[CH2:8]2)[CH:19]=[CH:18][C:15]=1[C:16]#[N:17]. The catalyst is P(Cl)(Cl)(Cl)=O.O.CS(C)=O. The yield is 0.470. The reactants are [ClH:1].[N:2]1[C:7]2[CH2:8][NH:9][CH2:10][CH2:11][C:6]=2[C:5](O)=[N:4][CH:3]=1.[Cl:13][C:14]1[CH:21]=[C:20](F)[CH:19]=[CH:18][C:15]=1[C:16]#[N:17].C(N(CC)CC)C.Cl. (2) The reactants are [Cl:1][C:2]1[N:11]=[C:10](Cl)[C:9]2[C:4](=[CH:5][C:6]([O:13][CH3:14])=[CH:7][CH:8]=2)[N:3]=1.C1C[O:18]CC1. The catalyst is [OH-].[Na+].O. The product is [Cl:1][C:2]1[N:11]=[C:10]([OH:18])[C:9]2[C:4](=[CH:5][C:6]([O:13][CH3:14])=[CH:7][CH:8]=2)[N:3]=1. The yield is 0.630. (3) The reactants are [NH:1]([C:7]([O:9][C:10]([CH3:13])([CH3:12])[CH3:11])=[O:8])[CH2:2][CH2:3][C:4]([OH:6])=[O:5].C1CCC(N=C=NC2CCCCC2)CC1.[C:29]([O:33][C:34]1[C:43]2[C:38](=[CH:39][CH:40]=[CH:41][CH:42]=2)[C:37](O)=[C:36]([CH3:45])[C:35]=1[CH2:46]/[CH:47]=[C:48](\[CH3:80])/[CH2:49][CH2:50]/[CH:51]=[C:52](\[CH3:79])/[CH2:53][CH2:54]/[CH:55]=[C:56](\[CH3:78])/[CH2:57][CH2:58]/[CH:59]=[C:60](\[CH3:77])/[CH2:61][CH2:62]/[CH:63]=[C:64](\[CH3:76])/[CH2:65][CH2:66]/[CH:67]=[C:68](\[CH3:75])/[CH2:69][CH2:70][CH:71]=[C:72]([CH3:74])[CH3:73])(=[O:32])[CH2:30][CH3:31]. The catalyst is CN(C1C=CN=CC=1)C.C(Cl)Cl. The product is [C:10]([O:9][C:7]([NH:1][CH2:2][CH2:3][C:4]([O:6][C:37]1[C:38]2[C:43](=[CH:42][CH:41]=[CH:40][CH:39]=2)[C:34]([O:33][C:29](=[O:32])[CH2:30][CH3:31])=[C:35]([CH2:46]/[CH:47]=[C:48](\[CH3:80])/[CH2:49][CH2:50]/[CH:51]=[C:52](\[CH3:79])/[CH2:53][CH2:54]/[CH:55]=[C:56](\[CH3:78])/[CH2:57][CH2:58]/[CH:59]=[C:60](\[CH3:77])/[CH2:61][CH2:62]/[CH:63]=[C:64](\[CH3:76])/[CH2:65][CH2:66]/[CH:67]=[C:68](\[CH3:75])/[CH2:69][CH2:70][CH:71]=[C:72]([CH3:74])[CH3:73])[C:36]=1[CH3:45])=[O:5])=[O:8])([CH3:13])([CH3:12])[CH3:11]. The yield is 0.340. (4) The reactants are [C:1]([O:4][CH2:5][C:6]1[C:7]([Br:18])=[C:8]([CH2:12][CH2:13][CH2:14][C:15]([OH:17])=[O:16])[CH:9]=[CH:10][CH:11]=1)(=[O:3])[CH3:2].[C:19](=O)([O-])[O-].[K+].[K+].IC. The catalyst is CN(C=O)C. The product is [C:1]([O:4][CH2:5][C:6]1[C:7]([Br:18])=[C:8]([CH2:12][CH2:13][CH2:14][C:15]([O:17][CH3:19])=[O:16])[CH:9]=[CH:10][CH:11]=1)(=[O:3])[CH3:2]. The yield is 0.890. (5) The reactants are [CH3:1][N:2]1[CH2:7][CH2:6][N:5]([C:8]2[C:16]3[C:11](=[CH:12][C:13]([C:17]([O-:19])=O)=[CH:14][CH:15]=3)[NH:10][N:9]=2)[CH2:4][CH2:3]1.[Li+].Cl.CN(C)CCCN=C=NCC.ON1C2C=CC=CC=2N=N1.CCN(CC)CC.[Cl:50][C:51]1[CH:58]=[CH:57][C:54]([CH2:55][NH2:56])=[CH:53][CH:52]=1. The catalyst is CN(C=O)C.C(OCC)(=O)C. The product is [Cl:50][C:51]1[CH:58]=[CH:57][C:54]([CH2:55][NH:56][C:17]([C:13]2[CH:12]=[C:11]3[C:16]([C:8]([N:5]4[CH2:4][CH2:3][N:2]([CH3:1])[CH2:7][CH2:6]4)=[N:9][NH:10]3)=[CH:15][CH:14]=2)=[O:19])=[CH:53][CH:52]=1. The yield is 0.260. (6) The reactants are [NH2:1][C:2]1[C:3]([CH3:16])=[C:4]([CH3:15])[C:5]2[O:9][C:8]([CH3:11])([CH3:10])[C:7](=[O:12])[C:6]=2[C:13]=1[CH3:14].[C:17]([CH2:21][C:22](Cl)=[O:23])([CH3:20])([CH3:19])[CH3:18].C(N(CC)CC)C.O. The catalyst is ClCCl. The product is [CH3:18][C:17]([CH3:20])([CH3:19])[CH2:21][C:22]([NH:1][C:2]1[C:3]([CH3:16])=[C:4]([CH3:15])[C:5]2[O:9][C:8]([CH3:10])([CH3:11])[C:7](=[O:12])[C:6]=2[C:13]=1[CH3:14])=[O:23]. The yield is 0.540. (7) The reactants are [C:1]([NH:11][CH2:12][CH2:13][CH2:14][CH2:15][C:16]1[CH:21]=[CH:20][C:19]([OH:22])=[CH:18][CH:17]=1)([O:3][CH2:4][C:5]1[CH:10]=[CH:9][CH:8]=[CH:7][CH:6]=1)=[O:2].[H-].[Na+].[CH3:25][O:26][CH2:27][CH2:28]Br. The catalyst is C1COCC1.[I-].C([N+](CCCC)(CCCC)CCCC)CCC. The product is [C:1]([NH:11][CH2:12][CH2:13][CH2:14][CH2:15][C:16]1[CH:21]=[CH:20][C:19]([O:22][CH2:28][CH2:27][O:26][CH3:25])=[CH:18][CH:17]=1)([O:3][CH2:4][C:5]1[CH:6]=[CH:7][CH:8]=[CH:9][CH:10]=1)=[O:2]. The yield is 0.640. (8) The catalyst is C(O)C. The yield is 0.610. The product is [CH2:26]([O:31][CH2:33][NH:1][C:2]1[N:23]=[CH:22][CH:21]=[CH:20][C:3]=1[C:4]([NH:6][CH2:7][C:8]1[S:9][C:10]([O:13][C:14]2[CH:19]=[CH:18][CH:17]=[CH:16][CH:15]=2)=[CH:11][CH:12]=1)=[O:5])[CH3:25]. The reactants are [NH2:1][C:2]1[N:23]=[CH:22][CH:21]=[CH:20][C:3]=1[C:4]([NH:6][CH2:7][C:8]1[S:9][C:10]([O:13][C:14]2[CH:19]=[CH:18][CH:17]=[CH:16][CH:15]=2)=[CH:11][CH:12]=1)=[O:5].C[C:25]1(C)NC(=O)N[C:26]1=[O:31].[CH:33](O)=O.O. (9) The reactants are B.[Br:2][C:3]1[CH:8]=[CH:7][C:6]([CH2:9][CH2:10][C:11]([NH:13][CH3:14])=O)=[CH:5][CH:4]=1.CO.Cl. The catalyst is C1COCC1. The product is [Br:2][C:3]1[CH:4]=[CH:5][C:6]([CH2:9][CH2:10][CH2:11][NH:13][CH3:14])=[CH:7][CH:8]=1. The yield is 0.970.